From a dataset of Full USPTO retrosynthesis dataset with 1.9M reactions from patents (1976-2016). Predict the reactants needed to synthesize the given product. (1) Given the product [Br:1][C:2]1[CH:9]=[CH:8][C:5]2[CH:6]=[C:12]([C:13]([O:15][CH2:16][CH3:17])=[O:14])[S:11][C:4]=2[CH:3]=1, predict the reactants needed to synthesize it. The reactants are: [Br:1][C:2]1[CH:9]=[CH:8][C:5]([CH:6]=O)=[C:4](F)[CH:3]=1.[SH:11][CH2:12][C:13]([O:15][CH2:16][CH3:17])=[O:14].CCN(CC)CC.O. (2) Given the product [Cl:9][C:10]1[CH:11]=[CH:12][C:13]([O:16][C:17]2[CH:22]=[N:21][C:20]([C:23]3([CH2:24][CH2:25][C:26]4[CH:31]=[CH:30][C:29]([F:32])=[CH:28][C:27]=4[F:33])[CH2:2][O:34]3)=[CH:19][CH:18]=2)=[N:14][CH:15]=1, predict the reactants needed to synthesize it. The reactants are: [I-].[CH3:2][S+](C)(C)=O.[H-].[Na+].[Cl:9][C:10]1[CH:11]=[CH:12][C:13]([O:16][C:17]2[CH:18]=[CH:19][C:20]([C:23](=[O:34])[CH2:24][CH2:25][C:26]3[CH:31]=[CH:30][C:29]([F:32])=[CH:28][C:27]=3[F:33])=[N:21][CH:22]=2)=[N:14][CH:15]=1. (3) Given the product [CH3:15][C:2]1[NH:22][C:16]2[C:21]([C:3]=1[S:4][C:5]1[CH:6]=[C:7]([CH2:11][C:12]([OH:14])=[O:13])[CH:8]=[CH:9][CH:10]=1)=[CH:20][CH:19]=[CH:18][CH:17]=2, predict the reactants needed to synthesize it. The reactants are: O=[C:2]([CH3:15])[CH2:3][S:4][C:5]1[CH:6]=[C:7]([CH2:11][C:12]([OH:14])=[O:13])[CH:8]=[CH:9][CH:10]=1.[C:16]1([NH:22]N)[CH:21]=[CH:20][CH:19]=[CH:18][CH:17]=1.Cl.